Dataset: Reaction yield outcomes from USPTO patents with 853,638 reactions. Task: Predict the reaction yield, written as a fraction of the theoretical maximum amount of product (1.0 means a 100% yield; for example, 0.34 means a 34% yield). (1) The reactants are [C:1]1([CH:7]2[C:12]3=[N:13][NH:14][C:15](=[O:20])[C:16]4[CH:17]=[CH:18][CH:19]=[C:10]([C:11]=43)[NH:9][C:8]2=O)[CH:6]=[CH:5][CH:4]=[CH:3][CH:2]=1.O1CCOCC1.CCN(CC)CC. The catalyst is C1COCC1. The product is [C:1]1([CH:7]2[C:12]3=[N:13][NH:14][C:15](=[O:20])[C:16]4[CH:17]=[CH:18][CH:19]=[C:10]([C:11]=43)[NH:9][CH2:8]2)[CH:2]=[CH:3][CH:4]=[CH:5][CH:6]=1. The yield is 0.240. (2) The reactants are [N:1]1([CH:7]2[CH2:12][CH2:11][CH:10]([C:13]([OH:15])=[O:14])[CH2:9][CH2:8]2)[CH2:5][CH2:4][CH2:3][C:2]1=[O:6].S(=O)(=O)(O)O.C(=O)(O)[O-].[Na+].[CH2:26](O)[CH3:27]. No catalyst specified. The product is [N:1]1([CH:7]2[CH2:8][CH2:9][CH:10]([C:13]([O:15][CH2:26][CH3:27])=[O:14])[CH2:11][CH2:12]2)[CH2:5][CH2:4][CH2:3][C:2]1=[O:6]. The yield is 1.01. (3) The reactants are [CH3:1][C:2]([CH3:26])([C:23]([O-:25])=[O:24])[C:3]([O:5][C:6]1[C:7]([F:22])=[C:8]([C:16]2[CH:21]=[CH:20][CH:19]=[CH:18][CH:17]=2)[C:9]([CH3:15])=[C:10]([C:13]#[N:14])[C:11]=1[NH2:12])=O.O.[C:28]1([CH3:38])[CH:33]=[CH:32][C:31](S(O)(=O)=O)=[CH:30][CH:29]=1.C1(C)C=CC=CC=1. The catalyst is C(OCC)(=O)C. The product is [C:13]([C:10]1[C:11]2[N:12]=[C:3]([C:2]([CH3:26])([CH3:1])[C:23]([O:25][CH2:38][C:28]3[CH:33]=[CH:32][CH:31]=[CH:30][CH:29]=3)=[O:24])[O:5][C:6]=2[C:7]([F:22])=[C:8]([C:16]2[CH:17]=[CH:18][CH:19]=[CH:20][CH:21]=2)[C:9]=1[CH3:15])#[N:14]. The yield is 0.860.